Dataset: Forward reaction prediction with 1.9M reactions from USPTO patents (1976-2016). Task: Predict the product of the given reaction. (1) Given the reactants [F:1][C:2]1[CH:7]=[CH:6][C:5]([C:8]2([CH3:30])[CH:17]([C:18]3[N:19]([CH3:23])[CH:20]=[CH:21][N:22]=3)[C:16](=O)[C:15]3[C:14]([C:25](OCC)=[O:26])=[CH:13][CH:12]=[CH:11][C:10]=3[NH:9]2)=[CH:4][CH:3]=1.O.[NH2:32][NH2:33], predict the reaction product. The product is: [F:1][C:2]1[CH:3]=[CH:4][C:5]([C:8]2([CH3:30])[NH:9][C:10]3[C:15]4[C:16](=[N:32][NH:33][C:25](=[O:26])[C:14]=4[CH:13]=[CH:12][CH:11]=3)[CH:17]2[C:18]2[N:19]([CH3:23])[CH:20]=[CH:21][N:22]=2)=[CH:6][CH:7]=1. (2) Given the reactants CP(C)C.[CH3:5][O:6][C:7]1[CH:20]=[CH:19][C:10]([C:11](=N)[C:12]2[CH:17]=[CH:16][CH:15]=[CH:14]C=2)=[CH:9][CH:8]=1, predict the reaction product. The product is: [C:11]1([C:10]2[CH:9]=[CH:8][C:7]([O:6][CH3:5])=[CH:20][CH:19]=2)[CH:12]=[CH:17][CH:16]=[CH:15][CH:14]=1. (3) Given the reactants [CH:1]1[C:10]2[CH2:9][CH2:8][CH2:7][CH2:6][C:5]=2[CH:4]=[CH:3][C:2]=1[O:11][CH2:12][CH2:13][O:14][C:15]1[CH:22]=[CH:21][C:18]([CH:19]=O)=[CH:17][CH:16]=1.[C:23]([O:30][CH3:31])(=[O:29])[CH2:24][C:25]([O:27][CH3:28])=[O:26].C([O-])(=O)C.[NH2+]1CCCCC1, predict the reaction product. The product is: [CH:1]1[C:10]2[CH2:9][CH2:8][CH2:7][CH2:6][C:5]=2[CH:4]=[CH:3][C:2]=1[O:11][CH2:12][CH2:13][O:14][C:15]1[CH:22]=[CH:21][C:18]([CH:19]=[C:24]([C:23]([O:30][CH3:31])=[O:29])[C:25]([O:27][CH3:28])=[O:26])=[CH:17][CH:16]=1. (4) Given the reactants [Br:1][CH2:2][CH2:3][CH2:4][CH2:5][CH2:6][CH2:7][CH2:8][CH2:9][CH2:10][CH2:11]Br.[CH3:13][N:14]([CH3:16])[CH3:15], predict the reaction product. The product is: [Br-:1].[Br:1][CH2:2][CH2:3][CH2:4][CH2:5][CH2:6][CH2:7][CH2:8][CH2:9][CH2:10][CH2:11][N+:14]([CH3:16])([CH3:15])[CH3:13]. (5) Given the reactants [Cl:1][C:2]1[CH:22]=[CH:21][C:5]2[N:6]([CH2:18][C:19]#[N:20])[C:7](=[O:17])[CH2:8][N:9]=[C:10]([C:11]3[CH:16]=[CH:15][CH:14]=[CH:13][CH:12]=3)[C:4]=2[CH:3]=1.[CH3:23][O:24][C:25]1[CH:26]=[C:27]([CH:33]=[C:34]([O:36][CH3:37])[CH:35]=1)[O:28][CH2:29][C:30](O)=[O:31], predict the reaction product. The product is: [Cl:1][C:2]1[CH:22]=[CH:21][C:5]2[N:6]([CH2:18][C:19]#[N:20])[C:7](=[O:17])[CH2:8][N:9]3[C:30](=[O:31])[C@@H:29]([O:28][C:27]4[CH:33]=[C:34]([O:36][CH3:37])[CH:35]=[C:25]([O:24][CH3:23])[CH:26]=4)[C@:10]3([C:11]3[CH:12]=[CH:13][CH:14]=[CH:15][CH:16]=3)[C:4]=2[CH:3]=1. (6) Given the reactants C(N(CC)CC)C.[F:8][C:9]1[CH:17]=[C:16]2[C:12]([C:13]([CH:25]=[O:26])=[CH:14][N:15]2C(OC(C)(C)C)=O)=[CH:11][CH:10]=1.[CH3:27][O:28][C:29]1[CH:30]=[C:31]([CH2:43][OH:44])[CH:32]=[C:33]([N:35]=[CH:36][C:37]2[CH:38]=[N:39][CH:40]=[CH:41][CH:42]=2)[CH:34]=1, predict the reaction product. The product is: [F:8][C:9]1[CH:17]=[C:16]2[C:12]([C:13]([C:25](=[O:26])[CH:36]([NH:35][C:33]3[CH:34]=[C:29]([O:28][CH3:27])[CH:30]=[C:31]([CH2:43][OH:44])[CH:32]=3)[C:37]3[CH:38]=[N:39][CH:40]=[CH:41][CH:42]=3)=[CH:14][NH:15]2)=[CH:11][CH:10]=1.